This data is from Peptide-MHC class II binding affinity with 134,281 pairs from IEDB. The task is: Regression. Given a peptide amino acid sequence and an MHC pseudo amino acid sequence, predict their binding affinity value. This is MHC class II binding data. (1) The peptide sequence is SQDLELSWNLNGLQAL. The MHC is DRB1_0401 with pseudo-sequence DRB1_0401. The binding affinity (normalized) is 0.652. (2) The peptide sequence is SADEVQRMMAEIDTD. The MHC is DRB5_0101 with pseudo-sequence DRB5_0101. The binding affinity (normalized) is 0.180. (3) The peptide sequence is GEIYKRWIILGLNKIVRMY. The MHC is DRB5_0101 with pseudo-sequence DRB5_0101. The binding affinity (normalized) is 0.525. (4) The peptide sequence is VPRRGPRGGPGRSYA. The MHC is DRB5_0101 with pseudo-sequence DRB5_0101. The binding affinity (normalized) is 0.0186. (5) The peptide sequence is ADYLRMWIQAATVMS. The MHC is DRB1_1001 with pseudo-sequence DRB1_1001. The binding affinity (normalized) is 0.873. (6) The peptide sequence is NPPFGDSYIIVGRGD. The MHC is DRB3_0101 with pseudo-sequence DRB3_0101. The binding affinity (normalized) is 0.328. (7) The peptide sequence is AKRMIAISAKVARDI. The MHC is DRB1_0701 with pseudo-sequence DRB1_0701. The binding affinity (normalized) is 0.479.